From a dataset of Full USPTO retrosynthesis dataset with 1.9M reactions from patents (1976-2016). Predict the reactants needed to synthesize the given product. (1) Given the product [NH:9]1[CH:10]=[N:11][C:12]([NH:13][C:14]2[CH:15]=[C:16]([Cl:22])[C:17]([Cl:21])=[C:18]([Cl:20])[CH:19]=2)=[N:8]1, predict the reactants needed to synthesize it. The reactants are: COC1C=CC(C[N:8]2[C:12]([NH:13][C:14]3[CH:19]=[C:18]([Cl:20])[C:17]([Cl:21])=[C:16]([Cl:22])[CH:15]=3)=[N:11][CH:10]=[N:9]2)=CC=1.C(O)(C(F)(F)F)=O. (2) Given the product [Cl:37][C:20]1[C:21]([NH:23][C:24]2[C:29]([S:30]([CH:33]([CH3:34])[CH3:35])(=[O:32])=[O:31])=[CH:28][CH:27]=[CH:26][C:25]=2[F:36])=[N:22][C:17]([NH:1][C:2]2[CH:15]=[CH:14][C:5]3[NH:6][C:7](=[O:13])[CH2:8][CH2:9][C:10]([CH3:12])([CH3:11])[C:4]=3[CH:3]=2)=[N:18][CH:19]=1, predict the reactants needed to synthesize it. The reactants are: [NH2:1][C:2]1[CH:15]=[CH:14][C:5]2[NH:6][C:7](=[O:13])[CH2:8][CH2:9][C:10]([CH3:12])([CH3:11])[C:4]=2[CH:3]=1.Cl[C:17]1[N:22]=[C:21]([NH:23][C:24]2[C:29]([S:30]([CH:33]([CH3:35])[CH3:34])(=[O:32])=[O:31])=[CH:28][CH:27]=[CH:26][C:25]=2[F:36])[C:20]([Cl:37])=[CH:19][N:18]=1. (3) Given the product [ClH:1].[Cl:1][C:2]1[CH:11]=[CH:10][C:9]2[N:8]=[C:7]([CH3:12])[CH:6]=[CH:5][C:4]=2[C:3]=1[C:13]([NH:24][CH2:23][C@H:22]([C:16]1[CH:21]=[CH:20][CH:19]=[CH:18][CH:17]=1)[CH3:25])=[O:15], predict the reactants needed to synthesize it. The reactants are: [Cl:1][C:2]1[CH:11]=[CH:10][C:9]2[N:8]=[C:7]([CH3:12])[CH:6]=[CH:5][C:4]=2[C:3]=1[C:13]([OH:15])=O.[C:16]1([C@H:22]([CH3:25])[CH2:23][NH2:24])[CH:21]=[CH:20][CH:19]=[CH:18][CH:17]=1.Cl. (4) The reactants are: [CH3:1][O:2][C:3](=[O:30])[CH2:4][C:5]1[C:14]([CH3:15])=[C:13]([O:16][C:17]2[C:22](Br)=[CH:21][C:20]([S:24]([CH2:27][CH3:28])(=[O:26])=[O:25])=[CH:19][N:18]=2)[C:12]2[C:7](=[CH:8][CH:9]=[C:10]([F:29])[CH:11]=2)[CH:6]=1.[CH2:31](B(O)O)[CH3:32].P([O-])([O-])([O-])=O.[K+].[K+].[K+].C1(P(C2C=CC=CC=2)C2C=CC=CC=2)C=CC=CC=1. Given the product [CH3:1][O:2][C:3](=[O:30])[CH2:4][C:5]1[C:14]([CH3:15])=[C:13]([O:16][C:17]2[C:22]([CH2:31][CH3:32])=[CH:21][C:20]([S:24]([CH2:27][CH3:28])(=[O:26])=[O:25])=[CH:19][N:18]=2)[C:12]2[C:7](=[CH:8][CH:9]=[C:10]([F:29])[CH:11]=2)[CH:6]=1, predict the reactants needed to synthesize it. (5) Given the product [CH2:21]([O:20][C:16]1[C:15]([Cl:25])=[CH:14][C:13]([CH2:12][N:9]([OH:8])[CH:10]=[O:11])=[CH:18][C:17]=1[Cl:19])[CH2:22][CH2:23][CH3:24], predict the reactants needed to synthesize it. The reactants are: C([O:8][N:9]([CH2:12][C:13]1[CH:18]=[C:17]([Cl:19])[C:16]([O:20][CH2:21][CH2:22][CH2:23][CH3:24])=[C:15]([Cl:25])[CH:14]=1)[CH:10]=[O:11])C1C=CC=CC=1.